From a dataset of Reaction yield outcomes from USPTO patents with 853,638 reactions. Predict the reaction yield, written as a fraction of the theoretical maximum amount of product (1.0 means a 100% yield; for example, 0.34 means a 34% yield). (1) The reactants are [CH3:1][N:2]1[C:7](=[O:8])[C:6]([NH:9][C:10]2[CH:15]=[CH:14][C:13]([N:16]3[CH2:21][CH2:20][N:19]([CH:22]4[CH2:25][O:24][CH2:23]4)[CH2:18][CH2:17]3)=[CH:12][N:11]=2)=[CH:5][C:4]([C:26]2[CH:31]=[CH:30][N:29]=[C:28]([N:32]3[C:44](=[O:45])[C:43]4[S:42][C:41]5[CH2:40][CH2:39][CH2:38][CH2:37][C:36]=5[C:35]=4[CH:34]=[N:33]3)[C:27]=2[CH:46]=[O:47])=[CH:3]1.[BH4-].[Na+]. The catalyst is CO. The product is [OH:47][CH2:46][C:27]1[C:28]([N:32]2[C:44](=[O:45])[C:43]3[S:42][C:41]4[CH2:40][CH2:39][CH2:38][CH2:37][C:36]=4[C:35]=3[CH:34]=[N:33]2)=[N:29][CH:30]=[CH:31][C:26]=1[C:4]1[CH:5]=[C:6]([NH:9][C:10]2[CH:15]=[CH:14][C:13]([N:16]3[CH2:17][CH2:18][N:19]([CH:22]4[CH2:25][O:24][CH2:23]4)[CH2:20][CH2:21]3)=[CH:12][N:11]=2)[C:7](=[O:8])[N:2]([CH3:1])[CH:3]=1. The yield is 0.500. (2) The reactants are [NH:1]1[C:9]2[C:4](=[CH:5][CH:6]=[CH:7][CH:8]=2)[CH2:3][C:2]1=[O:10].C[Si](C)(C)N[Si](C)(C)C.[Na].[NH2:21][C:22]1[CH:31]=[C:30]2[C:25]([CH2:26][O:27][C:28]2=O)=[CH:24][CH:23]=1.Cl. The catalyst is CN(C=O)C. The product is [NH2:21][C:22]1[CH:31]=[C:30]2[C:25]([CH2:26][O:27][C:28]2=[C:3]2[C:4]3[C:9](=[CH:8][CH:7]=[CH:6][CH:5]=3)[NH:1][C:2]2=[O:10])=[CH:24][CH:23]=1. The yield is 0.450. (3) The reactants are [NH2:1][C:2]1[CH:3]=[CH:4][C:5]([CH3:12])=[C:6]([CH:11]=1)[C:7]([O:9][CH3:10])=[O:8].[I:13]N1C(=O)CCC1=O. The catalyst is C(O)(=O)C. The product is [NH2:1][C:2]1[C:3]([I:13])=[CH:4][C:5]([CH3:12])=[C:6]([CH:11]=1)[C:7]([O:9][CH3:10])=[O:8]. The yield is 0.490. (4) The reactants are C([O:3][C:4]([C:6]1[C:10]2[CH2:11][CH2:12][CH2:13][C:9]=2[NH:8][N:7]=1)=O)C.[NH3:14].CO. No catalyst specified. The product is [NH:8]1[C:9]2[CH2:13][CH2:12][CH2:11][C:10]=2[C:6]([C:4]([NH2:14])=[O:3])=[N:7]1. The yield is 0.800.